The task is: Predict the product of the given reaction.. This data is from Forward reaction prediction with 1.9M reactions from USPTO patents (1976-2016). Given the reactants Cl.C1(C(=[N:15][C:16]2[S:20][CH:19]=[N:18][C:17]=2[C:21]([O:23][CH3:24])=[O:22])C2C=CC=CC=2)C=CC=CC=1, predict the reaction product. The product is: [NH2:15][C:16]1[S:20][CH:19]=[N:18][C:17]=1[C:21]([O:23][CH3:24])=[O:22].